Predict the product of the given reaction. From a dataset of Forward reaction prediction with 1.9M reactions from USPTO patents (1976-2016). (1) Given the reactants [CH:1]1([C:4]2[N:5]=[C:6]([CH2:20][O:21][CH3:22])[NH:7][C:8]=2[C:9]2[CH:10]=[C:11]([CH:16]=[CH:17][C:18]=2[CH3:19])[C:12]([O:14]C)=[O:13])[CH2:3][CH2:2]1.[OH-].[Na+].Cl, predict the reaction product. The product is: [CH:1]1([C:4]2[N:5]=[C:6]([CH2:20][O:21][CH3:22])[NH:7][C:8]=2[C:9]2[CH:10]=[C:11]([CH:16]=[CH:17][C:18]=2[CH3:19])[C:12]([OH:14])=[O:13])[CH2:2][CH2:3]1. (2) Given the reactants [CH3:1][O:2][C:3]1[CH:4]=[CH:5][C:6]2[N:7]=[CH:8][NH:9][C:10](=O)[C:11]=2[N:12]=1.S(Cl)([Cl:16])=O, predict the reaction product. The product is: [Cl:16][C:10]1[C:11]2[N:12]=[C:3]([O:2][CH3:1])[CH:4]=[CH:5][C:6]=2[N:7]=[CH:8][N:9]=1. (3) Given the reactants [F:1][C:2]1[CH:3]=[C:4]2[C:8](=[CH:9][CH:10]=1)[NH:7][C:6](=[O:11])[CH2:5]2.C[Si]([N-][Si](C)(C)C)(C)C.[Li+].[CH2:22]([N:24]([CH2:40][CH3:41])[CH2:25][CH2:26][NH:27][C:28]([C:30]1[N:35]=[C:34]2[CH2:36][O:37][C:38](=O)[C:33]2=[CH:32][CH:31]=1)=[O:29])[CH3:23].Cl, predict the reaction product. The product is: [CH2:40]([N:24]([CH2:22][CH3:23])[CH2:25][CH2:26][NH:27][C:28]([C:30]1[N:35]=[C:34]2[CH2:36][O:37][C:38](=[C:5]3[C:4]4[C:8](=[CH:9][CH:10]=[C:2]([F:1])[CH:3]=4)[NH:7][C:6]3=[O:11])[C:33]2=[CH:32][CH:31]=1)=[O:29])[CH3:41]. (4) Given the reactants [CH2:1]([O:3][C:4]([C:6]1[CH:11]=[C:10](Cl)[CH:9]=[C:8]([C:13]([O:15][CH2:16][CH3:17])=[O:14])[N:7]=1)=[O:5])[CH3:2].[Cl:18][C:19]1[CH:20]=[CH:21][C:22]([O:28][CH3:29])=[C:23](B(O)O)[CH:24]=1.C(=O)([O-])[O-].[Na+].[Na+].C1(P(C2C=CC=CC=2)C2C=CC=CC=2)C=CC=CC=1, predict the reaction product. The product is: [CH2:1]([O:3][C:4]([C:6]1[CH:11]=[C:10]([C:21]2[CH:20]=[C:19]([Cl:18])[CH:24]=[CH:23][C:22]=2[O:28][CH3:29])[CH:9]=[C:8]([C:13]([O:15][CH2:16][CH3:17])=[O:14])[N:7]=1)=[O:5])[CH3:2]. (5) Given the reactants [CH3:1][C:2]1[CH:7]=[CH:6][C:5]([S:8]([O:11][CH2:12][CH:13]2[CH2:17][C:16]3[CH:18]=[CH:19][CH:20]=[C:21](Br)[C:15]=3[O:14]2)(=[O:10])=[O:9])=[CH:4][CH:3]=1.[C:23](/[CH:27]=[CH:28]/B(O)O)([CH3:26])([CH3:25])[CH3:24].C(=O)([O-])[O-].[K+].[K+], predict the reaction product. The product is: [CH3:1][C:2]1[CH:7]=[CH:6][C:5]([S:8]([O:11][CH2:12][CH:13]2[CH2:17][C:16]3[CH:18]=[CH:19][CH:20]=[C:21](/[CH:28]=[CH:27]/[C:23]([CH3:26])([CH3:25])[CH3:24])[C:15]=3[O:14]2)(=[O:10])=[O:9])=[CH:4][CH:3]=1. (6) Given the reactants [NH2:1][C:2]1[N:7]=[C:6](O)[CH:5]=[C:4]([C:9]2([C:14]3[CH:19]=[CH:18][C:17]([Cl:20])=[CH:16][CH:15]=3)[CH2:13][CH2:12][CH2:11][CH2:10]2)[N:3]=1.C(N(C(C)C)C(C)C)C.P(Cl)(Cl)([Cl:32])=O, predict the reaction product. The product is: [Cl:32][C:6]1[CH:5]=[C:4]([C:9]2([C:14]3[CH:19]=[CH:18][C:17]([Cl:20])=[CH:16][CH:15]=3)[CH2:13][CH2:12][CH2:11][CH2:10]2)[N:3]=[C:2]([NH2:1])[N:7]=1.